This data is from Forward reaction prediction with 1.9M reactions from USPTO patents (1976-2016). The task is: Predict the product of the given reaction. (1) Given the reactants [F:1][C:2]1[CH:3]=[C:4]([CH:9](O)[C:10]2[CH:11]=[CH:12][C:13]([F:18])=[C:14]([CH:17]=2)[C:15]#[N:16])[CH:5]=[C:6]([F:8])[CH:7]=1.[I-].[Na+].Cl[Si](C)(C)C, predict the reaction product. The product is: [F:1][C:2]1[CH:3]=[C:4]([CH:5]=[C:6]([F:8])[CH:7]=1)[CH2:9][C:10]1[CH:11]=[CH:12][C:13]([F:18])=[C:14]([CH:17]=1)[C:15]#[N:16]. (2) Given the reactants [OH:1][C:2]1[CH:3]=[C:4]([CH2:10][CH2:11][C:12](O)=[O:13])[CH:5]=[CH:6][C:7]=1[O:8][CH3:9].C(OC(=O)C(C)(C)C)(=O)C(C)(C)C.C1(P(C2C=CC=CC=2)C2C=CC=CC=2)C=CC=CC=1.[H][H], predict the reaction product. The product is: [OH:1][C:2]1[CH:3]=[C:4]([CH2:10][CH2:11][CH:12]=[O:13])[CH:5]=[CH:6][C:7]=1[O:8][CH3:9]. (3) The product is: [C:19]([O:22][CH2:23][N:5]1[C:6]([C:9]([OH:11])=[O:10])=[CH:7][C:8]2[O:1][CH:2]=[CH:3][C:4]1=2)(=[O:21])[CH3:20]. Given the reactants [O:1]1[C:8]2[CH:7]=[C:6]([C:9]([O:11]CC3C=CC=CC=3)=[O:10])[NH:5][C:4]=2[CH:3]=[CH:2]1.[C:19]([O:22][CH2:23]Cl)(=[O:21])[CH3:20], predict the reaction product. (4) Given the reactants C([O:3][C:4](=[O:23])[C:5]([OH:22])([C:18]([F:21])([F:20])[F:19])[CH2:6][C:7]([C:10]1[CH:15]=[CH:14][C:13]([O:16][CH3:17])=[CH:12][CH:11]=1)([CH3:9])[CH3:8])C.[Br:24]N1C(=O)CCC1=O, predict the reaction product. The product is: [Br:24][C:12]1[CH:11]=[C:10]([C:7]([CH3:9])([CH3:8])[CH2:6][C:5]([OH:22])([C:18]([F:21])([F:20])[F:19])[C:4]([OH:3])=[O:23])[CH:15]=[CH:14][C:13]=1[O:16][CH3:17]. (5) Given the reactants Br[C:2]1[CH:3]=[C:4]2[C:10]([C:11]([F:14])([F:13])[F:12])=[N:9][NH:8][C:5]2=[N:6][CH:7]=1.[B:15]1([B:15]2[O:19][C:18]([CH3:21])([CH3:20])[C:17]([CH3:23])([CH3:22])[O:16]2)[O:19][C:18]([CH3:21])([CH3:20])[C:17]([CH3:23])([CH3:22])[O:16]1.C([O-])(=O)C.[K+], predict the reaction product. The product is: [CH3:22][C:17]1([CH3:23])[C:18]([CH3:21])([CH3:20])[O:19][B:15]([C:2]2[CH:3]=[C:4]3[C:10]([C:11]([F:14])([F:13])[F:12])=[N:9][NH:8][C:5]3=[N:6][CH:7]=2)[O:16]1. (6) The product is: [Cl:8][C:6]1[CH:7]=[C:2]([C:14]2[CH:15]=[CH:16][CH:17]=[C:18]3[C:13]=2[CH:12]=[CH:11][NH:10]3)[N:3]=[C:4]([NH2:9])[N:5]=1. Given the reactants Cl[C:2]1[CH:7]=[C:6]([Cl:8])[N:5]=[C:4]([NH2:9])[N:3]=1.[NH:10]1[C:18]2[C:13](=[C:14](B(O)O)[CH:15]=[CH:16][CH:17]=2)[CH:12]=[CH:11]1.C(=O)([O-])[O-].[K+].[K+], predict the reaction product. (7) Given the reactants [NH2:1][C:2]1[C:3]([F:17])=[C:4](/[CH:8]=[CH:9]/[C:10]([O:12][C:13]([CH3:16])([CH3:15])[CH3:14])=[O:11])[CH:5]=[CH:6][CH:7]=1, predict the reaction product. The product is: [NH2:1][C:2]1[C:3]([F:17])=[C:4]([CH2:8][CH2:9][C:10]([O:12][C:13]([CH3:15])([CH3:14])[CH3:16])=[O:11])[CH:5]=[CH:6][CH:7]=1.